From a dataset of Catalyst prediction with 721,799 reactions and 888 catalyst types from USPTO. Predict which catalyst facilitates the given reaction. (1) Reactant: COC[O:4][C:5]1[CH:14]=[CH:13][CH:12]=[C:11]2[C:6]=1[CH:7]([CH3:15])[CH2:8][CH2:9][O:10]2.Cl.O. Product: [CH3:15][CH:7]1[C:6]2[C:5]([OH:4])=[CH:14][CH:13]=[CH:12][C:11]=2[O:10][CH2:9][CH2:8]1. The catalyst class is: 5. (2) Reactant: Cl.Cl.[CH2:3]([O:7][C:8]1[CH:25]=[CH:24][CH:23]=[CH:22][C:9]=1[CH2:10][N:11]1[CH2:16][CH2:15][C:14]2([CH2:21][CH2:20][NH:19][CH2:18][CH2:17]2)[CH2:13][CH2:12]1)[CH:4]([CH3:6])[CH3:5].[S:26]1[CH:30]=[CH:29][C:28]([N:31]=[C:32]=[O:33])=[CH:27]1.NCCN(CCN)CCN. Product: [CH2:3]([O:7][C:8]1[CH:25]=[CH:24][CH:23]=[CH:22][C:9]=1[CH2:10][N:11]1[CH2:12][CH2:13][C:14]2([CH2:21][CH2:20][N:19]([C:32]([NH:31][C:28]3[CH:29]=[CH:30][S:26][CH:27]=3)=[O:33])[CH2:18][CH2:17]2)[CH2:15][CH2:16]1)[CH:4]([CH3:6])[CH3:5]. The catalyst class is: 4.